From a dataset of Forward reaction prediction with 1.9M reactions from USPTO patents (1976-2016). Predict the product of the given reaction. The product is: [CH3:5][C:6]([CH2:11][CH2:12][CH:13]=[C:14]([CH3:21])[CH2:15][CH2:16][CH:17]=[C:18]([CH3:20])[CH3:19])=[CH:7][C:8]([Cl:3])=[O:9]. Given the reactants S(Cl)([Cl:3])=O.[CH3:5][C:6]([CH2:11][CH2:12][CH:13]=[C:14]([CH3:21])[CH2:15][CH2:16][CH:17]=[C:18]([CH3:20])[CH3:19])=[CH:7][C:8](O)=[O:9].N1C=CC=CC=1, predict the reaction product.